Dataset: Reaction yield outcomes from USPTO patents with 853,638 reactions. Task: Predict the reaction yield, written as a fraction of the theoretical maximum amount of product (1.0 means a 100% yield; for example, 0.34 means a 34% yield). (1) The reactants are [CH3:1][S:2]([O:5][C:6]1[CH:7]=[C:8]2[C:13](=[CH:14][CH:15]=1)[C:12]([C:16](=[O:32])[C:17]1[CH:22]=[CH:21][C:20]([O:23][CH2:24][CH2:25][N:26]3[CH2:31][CH2:30][CH2:29][CH2:28][CH2:27]3)=[CH:19][CH:18]=1)=[C:11](OS(C(F)(F)F)(=O)=O)[CH:10]=[CH:9]2)(=[O:4])=[O:3].[F:41][C:42]1[C:43]([S:52][CH3:53])=[C:44](B(O)O)[CH:45]=[C:46]([F:48])[CH:47]=1. The catalyst is C1C=CC([P]([Pd]([P](C2C=CC=CC=2)(C2C=CC=CC=2)C2C=CC=CC=2)([P](C2C=CC=CC=2)(C2C=CC=CC=2)C2C=CC=CC=2)[P](C2C=CC=CC=2)(C2C=CC=CC=2)C2C=CC=CC=2)(C2C=CC=CC=2)C2C=CC=CC=2)=CC=1.C(=O)([O-])[O-].[Na+].[Na+]. The product is [F:41][C:42]1[C:43]([S:52][CH3:53])=[C:44]([C:11]2[C:12]([C:16](=[O:32])[C:17]3[CH:22]=[CH:21][C:20]([O:23][CH2:24][CH2:25][N:26]4[CH2:27][CH2:28][CH2:29][CH2:30][CH2:31]4)=[CH:19][CH:18]=3)=[C:13]3[C:8](=[CH:9][CH:10]=2)[CH:7]=[C:6]([O:5][S:2]([CH3:1])(=[O:4])=[O:3])[CH:15]=[CH:14]3)[CH:45]=[C:46]([F:48])[CH:47]=1. The yield is 0.900. (2) The reactants are [Cl:1][C:2]1[CH:3]=[C:4]2[C:9](=[C:10]([C:12]3[CH:17]=[CH:16][C:15]([O:18][CH3:19])=[C:14]([CH3:20])[CH:13]=3)[CH:11]=1)[O:8][CH:7]([C:21]([F:24])([F:23])[F:22])[C:6]([C:25]([OH:27])=[O:26])=[CH:5]2.[OH-].[Na+:29]. The catalyst is C(O)C. The product is [Cl:1][C:2]1[CH:3]=[C:4]2[C:9](=[C:10]([C:12]3[CH:17]=[CH:16][C:15]([O:18][CH3:19])=[C:14]([CH3:20])[CH:13]=3)[CH:11]=1)[O:8][CH:7]([C:21]([F:24])([F:22])[F:23])[C:6]([C:25]([O-:27])=[O:26])=[CH:5]2.[Na+:29]. The yield is 1.00. (3) The reactants are [CH:1]1([C@H:6]2[C@H:14]([CH3:15])[O:13][C:12](=[O:16])[C@@H:11]([NH:17][C:18](=[O:28])[C:19]3[C:24]([OH:25])=[C:23]([O:26][CH3:27])[CH:22]=[CH:21][N:20]=3)[CH2:10][O:9][CH2:8][C@@H:7]2[CH2:29][CH2:30][CH:31]([CH3:33])[CH3:32])[CH2:5][CH2:4][CH2:3][CH2:2]1.[C:34](Cl)(=[O:38])[CH:35]([CH3:37])[CH3:36]. The catalyst is CN(C1C=CN=CC=1)C.C(Cl)Cl. The product is [C:34]([O:25][C:24]1[C:19]([C:18](=[O:28])[NH:17][C@H:11]2[CH2:10][O:9][CH2:8][C@H:7]([CH2:29][CH2:30][CH:31]([CH3:33])[CH3:32])[C@@H:6]([CH:1]3[CH2:5][CH2:4][CH2:3][CH2:2]3)[C@H:14]([CH3:15])[O:13][C:12]2=[O:16])=[N:20][CH:21]=[CH:22][C:23]=1[O:26][CH3:27])(=[O:38])[CH:35]([CH3:37])[CH3:36]. The yield is 0.930. (4) The reactants are Cl[C:2]1[O:3][C:4]([C:7]2[CH:14]=[CH:13][C:10]([C:11]#[N:12])=[CH:9][CH:8]=2)=[CH:5][N:6]=1.[NH2:15][C:16]1[CH:17]=[C:18]([NH:22][S:23]([C:26]([F:29])([F:28])[F:27])(=[O:25])=[O:24])[CH:19]=[CH:20][CH:21]=1. The catalyst is CC(O)C. The product is [C:11]([C:10]1[CH:13]=[CH:14][C:7]([C:4]2[O:3][C:2]([NH:15][C:16]3[CH:17]=[C:18]([NH:22][S:23]([C:26]([F:29])([F:27])[F:28])(=[O:25])=[O:24])[CH:19]=[CH:20][CH:21]=3)=[N:6][CH:5]=2)=[CH:8][CH:9]=1)#[N:12]. The yield is 0.750. (5) The reactants are BrC1C=CC2O[C:13]3[C:12](=O)[NH:11][C:10]([CH2:16]Cl)=NC=3C=2C=1.[Cl:18][C:19]1[CH:20]=[CH:21][C:22]2[O:31][C:30]3[C:29](=[O:32])[NH:28][C:27]([CH2:33]Cl)=[N:26][C:25]=3[C:23]=2[CH:24]=1.N1CCCCC1.N1CCCC1. No catalyst specified. The product is [Cl:18][C:19]1[CH:20]=[CH:21][C:22]2[O:31][C:30]3[C:29](=[O:32])[NH:28][C:27]([CH2:33][N:11]4[CH2:10][CH2:16][CH2:13][CH2:12]4)=[N:26][C:25]=3[C:23]=2[CH:24]=1. The yield is 0.117. (6) The reactants are [NH2:1][CH:2]1[CH:6]([C:7]2[CH:12]=[CH:11][C:10]([Cl:13])=[C:9]([Cl:14])[CH:8]=2)[CH2:5][N:4]([C:15]([CH:17]2[CH2:22][CH2:21][N:20]([C:23]([C:25]3([CH3:28])[CH2:27][CH2:26]3)=[O:24])[CH2:19][CH2:18]2)=[O:16])[CH2:3]1.C(O[C:32]1(O[Si](C)(C)C)[CH2:34][CH2:33]1)C.C(O[BH-](OC(=O)C)OC(=O)C)(=O)C.[Na+].C(O)(=O)C. The catalyst is ClCCl. The product is [Cl:14][C:9]1[CH:8]=[C:7]([C@H:6]2[C@H:2]([NH:1][CH:32]3[CH2:34][CH2:33]3)[CH2:3][N:4]([C:15]([CH:17]3[CH2:22][CH2:21][N:20]([C:23]([C:25]4([CH3:28])[CH2:27][CH2:26]4)=[O:24])[CH2:19][CH2:18]3)=[O:16])[CH2:5]2)[CH:12]=[CH:11][C:10]=1[Cl:13]. The yield is 0.180. (7) The reactants are [CH2:1]([CH:8]([NH:32][C:33]([C:35]1[CH:44]=[N:43][C:42]2[C:37](=[CH:38][CH:39]=[CH:40][CH:41]=2)[N:36]=1)=[O:34])[CH:9]([O:24][Si:25]([C:28]([CH3:31])([CH3:30])[CH3:29])([CH3:27])[CH3:26])[CH2:10][CH:11]([C:18](=[O:23])[NH:19][CH2:20][CH2:21][OH:22])[CH2:12][CH2:13][C:14]([F:17])([CH3:16])[CH3:15])[C:2]1[CH:7]=[CH:6][CH:5]=[CH:4][CH:3]=1.CC(OI1(OC(C)=O)(OC(C)=O)OC(=O)C2C1=CC=CC=2)=O. The catalyst is C(Cl)Cl.CCOCC. The product is [CH2:1]([CH:8]([NH:32][C:33]([C:35]1[CH:44]=[N:43][C:42]2[C:37](=[CH:38][CH:39]=[CH:40][CH:41]=2)[N:36]=1)=[O:34])[CH:9]([O:24][Si:25]([C:28]([CH3:31])([CH3:30])[CH3:29])([CH3:27])[CH3:26])[CH2:10][CH:11]([C:18](=[O:23])[NH:19][CH2:20][CH:21]=[O:22])[CH2:12][CH2:13][C:14]([F:17])([CH3:16])[CH3:15])[C:2]1[CH:3]=[CH:4][CH:5]=[CH:6][CH:7]=1. The yield is 0.940. (8) The catalyst is C(Cl)Cl. The product is [CH2:29]([S:26]([C:23]1[CH:24]=[CH:25][C:20]([C:17]2[CH:18]=[CH:19][C:14]([CH:11]3[CH2:12][CH2:13][NH:8][CH2:9][CH2:10]3)=[N:15][CH:16]=2)=[CH:21][CH:22]=1)(=[O:28])=[O:27])[CH3:30]. The yield is 0.790. The reactants are C(OC([N:8]1[CH2:13][CH2:12][CH:11]([C:14]2[CH:19]=[CH:18][C:17]([C:20]3[CH:25]=[CH:24][C:23]([S:26]([CH2:29][CH3:30])(=[O:28])=[O:27])=[CH:22][CH:21]=3)=[CH:16][N:15]=2)[CH2:10][CH2:9]1)=O)(C)(C)C.C(O)(C(F)(F)F)=O.[OH-].[Na+]. (9) The reactants are F[C:2]1[CH:9]=[C:8]([O:10][CH3:11])[C:7]([O:12][CH3:13])=[CH:6][C:3]=1[CH:4]=O.[SH:14][CH2:15][C:16]([O:18][CH3:19])=[O:17].C(=O)([O-])[O-].[K+].[K+]. The catalyst is CN(C=O)C. The product is [CH3:13][O:12][C:7]1[C:8]([O:10][CH3:11])=[CH:9][C:2]2[S:14][C:15]([C:16]([O:18][CH3:19])=[O:17])=[CH:4][C:3]=2[CH:6]=1. The yield is 0.670.